Dataset: Experimentally validated miRNA-target interactions with 360,000+ pairs, plus equal number of negative samples. Task: Binary Classification. Given a miRNA mature sequence and a target amino acid sequence, predict their likelihood of interaction. (1) The miRNA is mmu-miR-3083-5p with sequence AGGCUGGGAAUAUUUCAGAGAU. The protein sequence of the target gene is MAASEVAGLGAGTPSPSESSALCASKSDESLPDGLSPKDSAQKQKNLSPPSVSSQMITKESNRNAHLEHPEQNPGSSVGDTSAAHEEVVGENLVATALCLSGNGSQSDLKDLTNPAGEEGDTSLRESLHPVTRSLKAGCHSKQLASGNCSEEKCPAASVLKEGSRDAGLDLLPVVPPANGVEGVRVDQDDDQDSSSLKLSQNIAVQTDFKTADSEVNTDQDIEKNLDKMMTERTLLKERYQEVLDKQRQVESQLQVQLKQLQQRREEEMKNHQEILKAIQDVTIKREETKKKIEKEKKEF.... Result: 0 (no interaction). (2) The miRNA is hsa-miR-7977 with sequence UUCCCAGCCAACGCACCA. Result: 1 (interaction). The protein sequence of the target gene is MSWHPQYRSSKFRHVFGKPASKENCYDSVPITRSVHDNHFCAVNPHFIAVVTECAGGGAFLVIPLHQTGKLDPHYPKVCGHRGNVLDVKWNPFDDFEIASCSEDATIKIWSIPKQLLTRNLTAYRKELVGHARRVGLVEWHPTAANILFSAGYDYKVMIWNLDTKESVITSPMSTISCHQDVILSMSFNTNGSLLATTCKDRKIRVIDPRAGTVLQEASYKGHRASKVLFLGNLKKLMSTGTSRWNNRQVALWDQDNLSVPLMEEDLDGSSGVLFPFYDADTSMLYVVGKGDGNIRYYEV.... (3) The miRNA is hsa-miR-4300 with sequence UGGGAGCUGGACUACUUC. The protein sequence of the target gene is MIIVAHVLLILLGATEILQADLLPDEKISLLPPVNFTIKVTGLAQVLLQWKPNPDQEQRNVNLEYQVKINAPKEDDYETRITESKCVTILHKGFSASVRTILQNDHSLLASSWASAELHAPPGSPGTSIVNLTCTTNTTEDNYSRLRSYQVSLHCTWLVGTDAPEDTQYFLYYRYGSWTEECQEYSKDTLGRNIACWFPRTFILSKGRDWLAVLVNGSSKHSAIRPFDQLFALHAIDQINPPLNVTAEIEGTRLSIQWEKPVSAFPIHCFDYEVKIHNTRNGYLQIEKLMTNAFISIIDD.... Result: 1 (interaction). (4) The miRNA is rno-miR-335 with sequence UCAAGAGCAAUAACGAAAAAUGU. The protein sequence of the target gene is MGSLSNYALLQLTLTAFLTILVQPQHLLAPVFRTLSILTNQSNCWLCEHLDNAEQPELVFVPASASTWWTYSGQWMYERVWYPQAEVQNHSTSSYRKVTWHWEASMEAQGLSFAQVRLLEGNFSLCVENKNGSGPFLGNIPKQYCNQILWFDSTDGTFMPSIDVTNESRNDDDDTSVCLGTRQCSWFAGCTNRTWNSSAVPLIGLPNTQDYKWVDRNSGLTWSGNDTCLYSCQNQTKGLLYQLFRNLFCSYGLTEAHGKWRCADASITNDKGHDGHRTPTWWLTGSNLTLSVNNSGLFFL.... Result: 0 (no interaction). (5) The miRNA is hsa-miR-124-3p with sequence UAAGGCACGCGGUGAAUGCCAA. The protein sequence of the target gene is MAYHSFLVEPISCHAWNKDRTQIAICPNNHEVHIYEKSGAKWTKVHELKEHNGQVTGIDWAPESNRIVTCGTDRNAYVWTLKGRTWKPTLVILRINRAARCVRWAPNENKFAVGSGSRVISICYFEQENDWWVCKHIKKPIRSTVLSLDWHPNNVLLAAGSCDFKCRIFSAYIKEVEERPAPTPWGSKMPFGELMFESSSSCGWVHGVCFSASGSRVAWVSHDSTVCLADADKKMAVATLASETLPLLALTFITDNSLVAAGHDCFPVLFTYDAAAGMLSFGGRLDVPKQSSQRGLTARE.... Result: 1 (interaction). (6) The miRNA is hsa-miR-4742-3p with sequence UCUGUAUUCUCCUUUGCCUGCAG. The protein sequence of the target gene is MARRPRHSIYSSDEDDEDFEMCDHDYDGLLPKSGKRHLGKTRWTREEDEKLKKLVEQNGTDDWKVIANYLPNRTDVQCQHRWQKVLNPELIKGPWTKEEDQRVIELVQKYGPKRWSVIAKHLKGRIGKQCRERWHNHLNPEVKKTSWTEEEDRIIYQAHKRLGNRWAEIAKLLPGRTDNAIKNHWNSTMRRKVEQEGYLQESSKASQPAVATSFQKNSHLMGFAQAPPTAQLPATGQPTVNNDYSYYHISEAQNVSSHVPYPVALHVNIVNVPQPAAAAIQRHYNDEDPEKEKRIKELEL.... Result: 0 (no interaction). (7) The miRNA is rno-miR-10b-5p with sequence CCCUGUAGAACCGAAUUUGUGU. The protein sequence of the target gene is MADLEAVLADVSYLMAMEKSKATPAARASKKILLPEPSIRSVMQKYLEDRGEVTFEKIFSQKLGYLLFRDFCLNHLEEAKPLVEFYEEIKKYEKLETEEERVVRSREIFDSYIMKELLACSHPFSKNATEHVQGHLVKKQVPPDLFQPYIEEICQNLRGDVFQKFIESDKFTRFCQWKNVELNIHLTMNDFSVHRIIGRGGFGEVYGCRKADTGKMYAMKCLDKKRIKMKQGETLALNERIMLSLVSTGDCPFIVCMSYAFHTPDKLSFILDLMNGGDLHYHLSQHGVFSEADMRFYAAE.... Result: 0 (no interaction). (8) The miRNA is hsa-miR-4727-5p with sequence AUCUGCCAGCUUCCACAGUGG. The protein sequence of the target gene is MKNPEAQQDVSVSQGFRMLFYTMKPSETSFQTLEEVPDYVKKATPFFISLMLLELVVSWILKGKPPGRLDDALTSISAGVLSRLPSLFFRSIELTSYIYIWENYRLFNLPWDSPWTWYSAFLGVDFGYYWFHRMAHEVNIMWAGHQTHHSSEDYNLSTALRQSVLQIYTSWIFYSPLALFIPPSVYAVHLQFNLLYQFWIHTEVINNLGPLELILNTPSHHRVHHGRNRYCIDKNYAGVLIIWDKIFGTFEAENEKVVYGLTHPINTFEPIKVQFHHLFSIWTTFWATPGFFNKFSVIFK.... Result: 1 (interaction).